Dataset: Full USPTO retrosynthesis dataset with 1.9M reactions from patents (1976-2016). Task: Predict the reactants needed to synthesize the given product. (1) The reactants are: [CH2:1]([N:3]1[C:7]([CH3:8])=[C:6]([CH:9]=O)[CH:5]=[N:4]1)[CH3:2].Cl.Cl.[Cl:13][C:14]1[C:15]([N:20]2[CH2:25][CH2:24][NH:23][CH2:22][CH2:21]2)=[N:16][CH:17]=[CH:18][N:19]=1.C(N(CC)CC)C.C(O[BH-](OC(=O)C)OC(=O)C)(=O)C.[Na+]. Given the product [Cl:13][C:14]1[C:15]([N:20]2[CH2:21][CH2:22][N:23]([CH2:9][C:6]3[CH:5]=[N:4][N:3]([CH2:1][CH3:2])[C:7]=3[CH3:8])[CH2:24][CH2:25]2)=[N:16][CH:17]=[CH:18][N:19]=1, predict the reactants needed to synthesize it. (2) Given the product [Cl:68][C:63]1[CH:64]=[CH:65][CH:66]=[CH:67][C:62]=1[N:58]1[C:57]([N:51]2[N:50]=[C:49]3[C:53]([CH2:54][CH2:55][O:56][C:47]4[CH:46]=[CH:45][C:44]([CH:41]5[CH2:42][CH2:43][NH:38][CH2:39][CH2:40]5)=[CH:69][C:48]=43)=[CH:52]2)=[N:61][CH:60]=[N:59]1, predict the reactants needed to synthesize it. The reactants are: N1CCC(C2C=CC3OCCC4N(N=C(C5N(CC(F)(F)F)N=CN=5)C=4)C=3C=2)CC1.C(OC([N:38]1[CH2:43][CH:42]=[C:41]([C:44]2[CH:45]=[CH:46][C:47]3[O:56][CH2:55][CH2:54][C:53]4[C:49](=[N:50][N:51]([C:57]5[N:58]([C:62]6[CH:67]=[CH:66][CH:65]=[CH:64][C:63]=6[Cl:68])[N:59]=[CH:60][N:61]=5)[CH:52]=4)[C:48]=3[CH:69]=2)[CH2:40][CH2:39]1)=O)(C)(C)C. (3) Given the product [Br:19][C:16]1[CH:17]=[CH:18][C:13]2[NH:12][C:23](=[O:24])[CH2:22][O:20][C:14]=2[N:15]=1, predict the reactants needed to synthesize it. The reactants are: N12CCCN=C1CCCCC2.[NH2:12][C:13]1[C:14]([OH:20])=[N:15][C:16]([Br:19])=[CH:17][CH:18]=1.Br[CH2:22][C:23](OC)=[O:24]. (4) Given the product [C:14]([O:17][C:18]([N:20]1[CH2:25][CH2:24][N:23]([C:2]2[CH:7]=[CH:6][C:5]([C:8]([F:11])([F:10])[F:9])=[C:4]([F:12])[CH:3]=2)[CH2:22][CH2:21]1)=[O:19])([CH3:16])([CH3:13])[CH3:15], predict the reactants needed to synthesize it. The reactants are: Cl[C:2]1[CH:7]=[CH:6][C:5]([C:8]([F:11])([F:10])[F:9])=[C:4]([F:12])[CH:3]=1.[CH3:13][C:14]([O:17][C:18]([N:20]1[CH2:25][CH2:24][NH:23][CH2:22][CH2:21]1)=[O:19])([CH3:16])[CH3:15].CC(C)([O-])C.[Na+].C(P(C(C)(C)C)C1C=CC=CC=1C1C=CC=CC=1)(C)(C)C.